This data is from Catalyst prediction with 721,799 reactions and 888 catalyst types from USPTO. The task is: Predict which catalyst facilitates the given reaction. (1) Reactant: [CH3:1][O:2][C:3]1[CH:13]=[C:12]([N+:14]([O-])=O)[CH:11]=[CH:10][C:4]=1[C:5]([O:7][CH2:8][CH3:9])=[O:6]. Product: [NH2:14][C:12]1[CH:11]=[CH:10][C:4]([C:5]([O:7][CH2:8][CH3:9])=[O:6])=[C:3]([O:2][CH3:1])[CH:13]=1. The catalyst class is: 19. (2) Reactant: Br[C:2]1[CH:7]=[CH:6][C:5]([Br:8])=[CH:4][CH:3]=1.C([Li])CCC.[F:14][C:15]1[CH:29]=[CH:28][C:18]([CH:19]=[N:20][CH:21]([CH2:24][CH:25]([CH3:27])[CH3:26])[CH2:22][OH:23])=[CH:17][CH:16]=1.O. Product: [Br:8][C:5]1[CH:6]=[CH:7][C:2]([C@H:19]([NH:20][C@@H:21]([CH2:24][CH:25]([CH3:27])[CH3:26])[CH2:22][OH:23])[C:18]2[CH:17]=[CH:16][C:15]([F:14])=[CH:29][CH:28]=2)=[CH:3][CH:4]=1. The catalyst class is: 28. (3) Reactant: [Cl:1][C:2]1[N:7]=[CH:6][C:5]([OH:8])=[C:4]([I:9])[CH:3]=1.C(=O)([O-])[O-].[K+].[K+].[CH2:16](I)[CH3:17]. Product: [Cl:1][C:2]1[CH:3]=[C:4]([I:9])[C:5]([O:8][CH2:16][CH3:17])=[CH:6][N:7]=1. The catalyst class is: 9. (4) Reactant: [CH:1]1([O:6][C:7]2[C:12]([NH:13][C:14](=[O:19])[C:15]([F:18])([F:17])[F:16])=[CH:11][C:10]([CH2:20][CH2:21][C:22]([O:24][CH3:25])=[O:23])=[CH:9][C:8]=2[C:26]2[CH:35]=[CH:34][C:33]3[C:28](=[CH:29][CH:30]=[CH:31][CH:32]=3)[CH:27]=2)[CH2:5][CH2:4][CH2:3][CH2:2]1.[H-].[Na+].CI.[C:40](OCC)(=O)C. Product: [CH:1]1([O:6][C:7]2[C:8]([C:26]3[CH:35]=[CH:34][C:33]4[C:28](=[CH:29][CH:30]=[CH:31][CH:32]=4)[CH:27]=3)=[CH:9][C:10]([CH2:20][CH2:21][C:22]([O:24][CH3:25])=[O:23])=[CH:11][C:12]=2[N:13]([CH3:40])[C:14](=[O:19])[C:15]([F:17])([F:16])[F:18])[CH2:5][CH2:4][CH2:3][CH2:2]1. The catalyst class is: 3. (5) Reactant: Cl[C:2]1[C:11]2[C:6](=[C:7]([C:12]3[CH:16]=[CH:15][S:14][CH:13]=3)[CH:8]=[CH:9][CH:10]=2)[CH:5]=[CH:4][N:3]=1.[CH3:17][C:18]1[N:22]([CH3:23])[C:21]([C:24]2[CH:25]=[C:26]([NH2:30])[CH:27]=[CH:28][CH:29]=2)=[CH:20][N:19]=1.C(=O)([O-])[O-].[K+].[K+]. Product: [CH3:17][C:18]1[N:22]([CH3:23])[C:21]([C:24]2[CH:25]=[C:26]([NH:30][C:2]3[C:11]4[C:6](=[C:7]([C:12]5[CH:16]=[CH:15][S:14][CH:13]=5)[CH:8]=[CH:9][CH:10]=4)[CH:5]=[CH:4][N:3]=3)[CH:27]=[CH:28][CH:29]=2)=[CH:20][N:19]=1. The catalyst class is: 4.